This data is from Reaction yield outcomes from USPTO patents with 853,638 reactions. The task is: Predict the reaction yield, written as a fraction of the theoretical maximum amount of product (1.0 means a 100% yield; for example, 0.34 means a 34% yield). The reactants are [CH3:1][C:2]1([CH3:18])[C:4]([CH3:6])([CH3:5])[CH:3]1[C:7]([NH:9][C:10]1[CH:17]=[CH:16][C:13]([CH2:14][NH2:15])=[CH:12][CH:11]=1)=[O:8].Cl.C(OC(NCC1C=CC(NC(C2C(C)(C)C2(C)C)=O)=CC=1)=O)(C)(C)C.C(Cl)Cl. The catalyst is O1CCOCC1. The product is [CH3:1][C:2]1([CH3:18])[C:4]([CH3:5])([CH3:6])[CH:3]1[C:7]([NH:9][C:10]1[CH:11]=[CH:12][C:13]([C:14]#[N:15])=[CH:16][CH:17]=1)=[O:8]. The yield is 1.00.